From a dataset of Catalyst prediction with 721,799 reactions and 888 catalyst types from USPTO. Predict which catalyst facilitates the given reaction. (1) Reactant: Cl[C:2]1[O:3][C:4]([CH2:17][CH2:18][C:19]([O:21][CH3:22])=[O:20])=[C:5]([C:7]2[CH:12]=[CH:11][C:10]([C:13]([F:16])([F:15])[F:14])=[CH:9][CH:8]=2)[N:6]=1.[CH3:23][C:24]1[NH:25][CH:26]=[CH:27][N:28]=1.C(=O)([O-])[O-].[K+].[K+]. The catalyst class is: 60. Product: [CH3:23][C:24]1[N:25]([C:2]2[O:3][C:4]([CH2:17][CH2:18][C:19]([O:21][CH3:22])=[O:20])=[C:5]([C:7]3[CH:12]=[CH:11][C:10]([C:13]([F:16])([F:15])[F:14])=[CH:9][CH:8]=3)[N:6]=2)[CH:26]=[CH:27][N:28]=1. (2) Reactant: [CH2:1](Br)[C:2]1[CH:7]=[CH:6][CH:5]=[CH:4][CH:3]=1.C([O-])([O-])=O.[K+].[K+].C(NC(=O)[O-])C.[OH:21][C:22]1[CH:23]=[CH:24][C:25]2[CH:26]([CH3:34])[CH:27]3[CH2:31][NH:30][CH2:29][CH:28]3[C:32]=2[CH:33]=1. Product: [CH2:1]([O:21][C:22]1[CH:23]=[CH:24][C:25]2[CH:26]([CH3:34])[CH:27]3[CH2:31][NH:30][CH2:29][CH:28]3[C:32]=2[CH:33]=1)[C:2]1[CH:7]=[CH:6][CH:5]=[CH:4][CH:3]=1. The catalyst class is: 23. (3) Reactant: [CH3:1][NH:2][C@@H:3]([C:27]1[CH:32]=[CH:31][CH:30]=[CH:29][CH:28]=1)[CH2:4][N:5]1[CH2:9][CH2:8][C@H:7]([O:10][CH2:11][CH2:12][O:13][CH2:14][CH2:15][O:16][CH2:17][CH2:18][O:19][CH2:20][CH2:21][O:22][CH2:23][CH2:24][O:25][CH3:26])[CH2:6]1.[C:33]1([NH:39][CH2:40][C:41](O)=[O:42])[CH:38]=[CH:37][CH:36]=[CH:35][CH:34]=1.C(N(CC)C(C)C)(C)C.F[B-](F)(F)F.N1(OC(N(C)C)=[N+](C)C)C2C=CC=CC=2N=N1. Product: [CH3:1][N:2]([C@@H:3]([C:27]1[CH:28]=[CH:29][CH:30]=[CH:31][CH:32]=1)[CH2:4][N:5]1[CH2:9][CH2:8][C@H:7]([O:10][CH2:11][CH2:12][O:13][CH2:14][CH2:15][O:16][CH2:17][CH2:18][O:19][CH2:20][CH2:21][O:22][CH2:23][CH2:24][O:25][CH3:26])[CH2:6]1)[C:41](=[O:42])[CH2:40][NH:39][C:33]1[CH:38]=[CH:37][CH:36]=[CH:35][CH:34]=1. The catalyst class is: 10. (4) Reactant: Cl.[CH3:2][O:3][C:4](=[O:26])[C@@H:5]([NH2:25])[CH2:6][C:7]1[CH:12]=[CH:11][C:10]([O:13][CH2:14][C:15]2[CH:20]=[CH:19][C:18]([C:21]([CH3:24])([CH3:23])[CH3:22])=[CH:17][CH:16]=2)=[CH:9][CH:8]=1.[NH2:27][C:28]1[CH:36]=[CH:35][C:34]([Cl:37])=[CH:33][C:29]=1[C:30](O)=[O:31].Cl. Product: [CH3:2][O:3][C:4](=[O:26])[C@@H:5]([NH:25][C:30](=[O:31])[C:29]1[CH:33]=[C:34]([Cl:37])[CH:35]=[CH:36][C:28]=1[NH2:27])[CH2:6][C:7]1[CH:12]=[CH:11][C:10]([O:13][CH2:14][C:15]2[CH:16]=[CH:17][C:18]([C:21]([CH3:22])([CH3:23])[CH3:24])=[CH:19][CH:20]=2)=[CH:9][CH:8]=1. The catalyst class is: 25. (5) Reactant: CN(C(ON1N=NC2C=CC=NC1=2)=[N+](C)C)C.F[P-](F)(F)(F)(F)F.[Cl:25][C:26]1[CH:34]=[CH:33][C:29]([C:30]([OH:32])=O)=[C:28]([NH:35][C:36]([NH:38][C:39]2[C:44]([Cl:45])=[CH:43][CH:42]=[CH:41][C:40]=2[Cl:46])=[O:37])[CH:27]=1.Cl.[NH2:48][C@@H:49]([CH:54]1[CH2:59][CH2:58][CH2:57][CH2:56][CH2:55]1)[C:50]([O:52][CH3:53])=[O:51].C(N(C(C)C)CC)(C)C. Product: [Cl:25][C:26]1[CH:34]=[CH:33][C:29]([C:30]([NH:48][C@@H:49]([CH:54]2[CH2:59][CH2:58][CH2:57][CH2:56][CH2:55]2)[C:50]([O:52][CH3:53])=[O:51])=[O:32])=[C:28]([NH:35][C:36]([NH:38][C:39]2[C:44]([Cl:45])=[CH:43][CH:42]=[CH:41][C:40]=2[Cl:46])=[O:37])[CH:27]=1. The catalyst class is: 248.